This data is from Reaction yield outcomes from USPTO patents with 853,638 reactions. The task is: Predict the reaction yield, written as a fraction of the theoretical maximum amount of product (1.0 means a 100% yield; for example, 0.34 means a 34% yield). (1) The reactants are [F:1][C:2]1[CH:7]=[CH:6][C:5]([NH:8][C:9]([C:11]2([C:14]([NH:16][C:17]3[CH:22]=[CH:21][C:20]([O:23][C:24]4[C:33]5[C:28](=[CH:29][C:30]([O:36]CC6C=CC=CC=6)=[C:31]([O:34][CH3:35])[CH:32]=5)[N:27]=[CH:26][N:25]=4)=[C:19]([F:44])[CH:18]=3)=[O:15])[CH2:13][CH2:12]2)=[O:10])=[CH:4][CH:3]=1.C(O)(=O)C.ClCCl.CO. The catalyst is [H][H].[Pd]. The product is [F:1][C:2]1[CH:3]=[CH:4][C:5]([NH:8][C:9]([C:11]2([C:14]([NH:16][C:17]3[CH:22]=[CH:21][C:20]([O:23][C:24]4[C:33]5[C:28](=[CH:29][C:30]([OH:36])=[C:31]([O:34][CH3:35])[CH:32]=5)[N:27]=[CH:26][N:25]=4)=[C:19]([F:44])[CH:18]=3)=[O:15])[CH2:13][CH2:12]2)=[O:10])=[CH:6][CH:7]=1. The yield is 0.950. (2) The reactants are [C:1](Cl)(=[O:3])[CH3:2].[C:5]([O:8][C@H:9]1[C@H:22]([OH:23])[C@@H:21]([CH2:24][OH:25])[O:20][C@@H:11]([O:12][Si:13]([C:16]([CH3:19])([CH3:18])[CH3:17])([CH3:15])[CH3:14])[C@@H:10]1[N:26]=[N+:27]=[N-:28])(=[O:7])[CH3:6].O.CCOC(C)=O. The catalyst is N1C(C)=CC(C)=CC=1C. The product is [C:5]([O:8][C@H:9]1[C@H:22]([OH:23])[C@@H:21]([CH2:24][O:25][C:1](=[O:3])[CH3:2])[O:20][C@@H:11]([O:12][Si:13]([C:16]([CH3:19])([CH3:18])[CH3:17])([CH3:14])[CH3:15])[C@@H:10]1[N:26]=[N+:27]=[N-:28])(=[O:7])[CH3:6]. The yield is 0.940. (3) The reactants are [F:1][C:2]1[CH:9]=[C:8](/[CH:10]=[CH:11]/[B:12]2[O:16][C:15]([CH3:18])([CH3:17])[C:14]([CH3:20])([CH3:19])[O:13]2)[CH:7]=[CH:6][C:3]=1[CH:4]=O.[NH:21]1[CH2:26][CH2:25][O:24][CH2:23][CH2:22]1.[BH-](OC(C)=O)(OC(C)=O)OC(C)=O.[Na+].CC(O)=O. The catalyst is ClCCCl. The product is [F:1][C:2]1[CH:9]=[C:8](/[CH:10]=[CH:11]/[B:12]2[O:16][C:15]([CH3:18])([CH3:17])[C:14]([CH3:20])([CH3:19])[O:13]2)[CH:7]=[CH:6][C:3]=1[CH2:4][N:21]1[CH2:26][CH2:25][O:24][CH2:23][CH2:22]1. The yield is 0.940. (4) The reactants are [CH3:1][O:2][C:3]1[CH:4]=[C:5]([CH2:9][CH2:10][C:11]2[CH:12]=[C:13]([NH:16][C:17]([C:19]3[CH:20]=[CH:21][C:22]([C:25]([OH:27])=[O:26])=[N:23][CH:24]=3)=[O:18])[NH:14][N:15]=2)[CH:6]=[CH:7][CH:8]=1.[CH2:28](O)[CH3:29]. No catalyst specified. The product is [CH3:1][O:2][C:3]1[CH:4]=[C:5]([CH2:9][CH2:10][C:11]2[CH:12]=[C:13]([NH:16][C:17]([C:19]3[CH:20]=[CH:21][C:22]([C:25]([O:27][CH2:28][CH3:29])=[O:26])=[N:23][CH:24]=3)=[O:18])[NH:14][N:15]=2)[CH:6]=[CH:7][CH:8]=1. The yield is 0.150. (5) The reactants are [C:1]([O:5][C:6](=[O:40])[N:7]([CH3:39])[C:8]1[N:16]=[CH:15][N:14]=[C:13]2[C:9]=1[N:10]=[CH:11][N:12]2[C:17]1[CH:22]=[CH:21][C:20]([NH:23][C:24]([NH:26][C:27]2[CH:32]=[CH:31][C:30]([CH:33]=C)=[C:29]([C:35]([F:38])([F:37])[F:36])[CH:28]=2)=[O:25])=[CH:19][CH:18]=1)([CH3:4])([CH3:3])[CH3:2].I([O-])(=O)(=O)=[O:42].[Na+]. The product is [C:1]([O:5][C:6](=[O:40])[N:7]([C:8]1[N:16]=[CH:15][N:14]=[C:13]2[C:9]=1[N:10]=[CH:11][N:12]2[C:17]1[CH:18]=[CH:19][C:20]([NH:23][C:24]([NH:26][C:27]2[CH:32]=[CH:31][C:30]([CH:33]=[O:42])=[C:29]([C:35]([F:38])([F:36])[F:37])[CH:28]=2)=[O:25])=[CH:21][CH:22]=1)[CH3:39])([CH3:2])([CH3:3])[CH3:4]. The yield is 0.750. The catalyst is O1CCCC1.O.[Os](=O)(=O)(=O)=O. (6) The reactants are [C:1]([C:3]1[CH:4]=[C:5](O)[CH:6]=[CH:7][CH:8]=1)#[N:2].C(N(CC)CC)C.C(Cl)Cl.[NH:20]1[CH2:25][CH2:24][O:23][CH2:22][CH2:21]1. The catalyst is C(#N)C. The product is [O:23]1[CH2:24][CH2:25][N:20]([C:5]2[CH:4]=[C:3]([CH:8]=[CH:7][CH:6]=2)[C:1]#[N:2])[CH2:21][CH2:22]1. The yield is 0.260. (7) The reactants are [NH2:1][CH:2]1[CH2:5][N:4]([C:6]([C:8]2[CH:9]=[C:10]([CH:23]=[CH:24][C:25]=2[F:26])[CH2:11][C:12]2[C:21]3[C:16](=[CH:17][CH:18]=[CH:19][CH:20]=3)[C:15](=[O:22])[NH:14][N:13]=2)=[O:7])[CH2:3]1.[CH:27](=O)[CH:28]([CH3:30])[CH3:29].C(O[BH-](OC(=O)C)OC(=O)C)(=O)C.[Na+]. No catalyst specified. The product is [F:26][C:25]1[CH:24]=[CH:23][C:10]([CH2:11][C:12]2[C:21]3[C:16](=[CH:17][CH:18]=[CH:19][CH:20]=3)[C:15](=[O:22])[NH:14][N:13]=2)=[CH:9][C:8]=1[C:6]([N:4]1[CH2:3][CH:2]([NH:1][CH2:27][CH:28]([CH3:30])[CH3:29])[CH2:5]1)=[O:7]. The yield is 0.830. (8) The reactants are Br[C:2]1[CH2:3][N:4]([OH:24])[CH:5]=[C:6]([NH:8][CH2:9][C:10]2[CH:15]=[CH:14][C:13]([O:16][CH3:17])=[C:12]([O:18][CH:19]3[CH2:23][CH2:22][CH2:21][CH2:20]3)[CH:11]=2)[CH:7]=1.[CH3:25][S:26]([C:29]1[CH:30]=[C:31](B(O)O)[CH:32]=[CH:33][CH:34]=1)(=[O:28])=[O:27].C(=O)([O-])[O-].[Na+].[Na+].C(#N)C.O. The catalyst is C(Cl)Cl.Cl[Pd](Cl)([P](C1C=CC=CC=1)(C1C=CC=CC=1)C1C=CC=CC=1)[P](C1C=CC=CC=1)(C1C=CC=CC=1)C1C=CC=CC=1. The product is [CH:19]1([O:18][C:12]2[CH:11]=[C:10]([CH:15]=[CH:14][C:13]=2[O:16][CH3:17])[CH2:9][NH:8][C:6]2[CH2:5][N:4]([OH:24])[CH:3]=[C:2]([C:33]3[CH:32]=[CH:31][CH:30]=[C:29]([S:26]([CH3:25])(=[O:28])=[O:27])[CH:34]=3)[CH:7]=2)[CH2:23][CH2:22][CH2:21][CH2:20]1. The yield is 0.137.